From a dataset of Forward reaction prediction with 1.9M reactions from USPTO patents (1976-2016). Predict the product of the given reaction. (1) Given the reactants [OH:1][CH2:2][C:3]1[N:8]=[C:7]([C:9]([OH:11])=[O:10])[CH:6]=[CH:5][CH:4]=1.[H-].[Na+].[CH3:14]I, predict the reaction product. The product is: [CH3:14][O:1][CH2:2][C:3]1[N:8]=[C:7]([C:9]([OH:11])=[O:10])[CH:6]=[CH:5][CH:4]=1. (2) The product is: [CH3:1][O:2][C:3](=[O:20])[C:4]1[CH:9]=[C:8]([CH:10]([OH:11])[CH2:21][CH3:22])[C:7]([C:12]([F:15])([F:14])[F:13])=[CH:6][C:5]=1[NH:16][C:17](=[O:19])[CH3:18]. Given the reactants [CH3:1][O:2][C:3](=[O:20])[C:4]1[CH:9]=[C:8]([CH:10]=[O:11])[C:7]([C:12]([F:15])([F:14])[F:13])=[CH:6][C:5]=1[NH:16][C:17](=[O:19])[CH3:18].[CH2:21]([Mg]Br)[CH3:22], predict the reaction product. (3) Given the reactants [CH:1]1([S:4](Cl)(=[O:6])=[O:5])[CH2:3][CH2:2]1.Cl.[NH:9]1[CH2:14][CH2:13][CH:12]([CH2:15][CH:16]([N:20]2[CH:24]=[C:23]([C:25]3[C:26]4[CH:33]=[CH:32][N:31](COCC[Si](C)(C)C)[C:27]=4[N:28]=[CH:29][N:30]=3)[CH:22]=[N:21]2)[CH2:17][C:18]#[N:19])[CH2:11][CH2:10]1.C(N(CC)CC)C.O, predict the reaction product. The product is: [CH:1]1([S:4]([N:9]2[CH2:14][CH2:13][CH:12]([CH2:15][CH:16]([N:20]3[CH:24]=[C:23]([C:25]4[C:26]5[CH:33]=[CH:32][NH:31][C:27]=5[N:28]=[CH:29][N:30]=4)[CH:22]=[N:21]3)[CH2:17][C:18]#[N:19])[CH2:11][CH2:10]2)(=[O:6])=[O:5])[CH2:3][CH2:2]1.